From a dataset of Reaction yield outcomes from USPTO patents with 853,638 reactions. Predict the reaction yield, written as a fraction of the theoretical maximum amount of product (1.0 means a 100% yield; for example, 0.34 means a 34% yield). (1) The reactants are [CH3:1][C:2]([OH:7])([CH2:4][CH:5]=[CH2:6])[CH3:3].C(N(CC)CC)C.Cl[P:16]([C:23]1[CH:28]=[CH:27][CH:26]=[CH:25][CH:24]=1)[C:17]1[CH:22]=[CH:21][CH:20]=[CH:19][CH:18]=1. The catalyst is C1COCC1.CN(C)C1C=CN=CC=1. The product is [CH3:1][C:2]([O:7][P:16]([C:23]1[CH:24]=[CH:25][CH:26]=[CH:27][CH:28]=1)[C:17]1[CH:22]=[CH:21][CH:20]=[CH:19][CH:18]=1)([CH2:4][CH:5]=[CH2:6])[CH3:3]. The yield is 0.560. (2) The reactants are [H-].[Al+3].[Li+].[H-].[H-].[H-].[CH3:7][C:8]([CH2:15][CH2:16][CH2:17][CH:18]([CH3:25])[CH2:19][CH2:20][CH2:21][CH:22]([CH3:24])[CH3:23])=[CH:9][CH2:10][C:11](OC)=[O:12].S([O-])([O-])(=O)=O.[Na+].[Na+]. The catalyst is O1CCCC1. The product is [CH3:7][C:8]([CH2:15][CH2:16][CH2:17][CH:18]([CH3:25])[CH2:19][CH2:20][CH2:21][CH:22]([CH3:24])[CH3:23])=[CH:9][CH2:10][CH2:11][OH:12]. The yield is 0.990. (3) The reactants are C(OC(=O)[NH:7][CH:8]1[CH:13]2[CH:9]1[CH2:10][N:11]([C:14](=[O:22])[C:15]1[CH:20]=[CH:19][C:18](I)=[CH:17][CH:16]=1)[CH2:12]2)(C)(C)C.[Cl:24][C:25]1[C:30]([F:31])=[CH:29][CH:28]=[C:27]([Cl:32])[C:26]=1[CH:33]([O:35][C:36]1[C:37]([NH2:51])=[N:38][CH:39]=[C:40](B2OC(C)(C)C(C)(C)O2)[CH:41]=1)[CH3:34].C(Cl)Cl.C([O-])([O-])=O.[Cs+].[Cs+].Cl.O1CCOCC1. The catalyst is COCCOC.C(OCC)(=O)C.C1C=CC(P(C2C=CC=CC=2)[C-]2C=CC=C2)=CC=1.C1C=CC(P(C2C=CC=CC=2)[C-]2C=CC=C2)=CC=1.Cl[Pd]Cl.[Fe+2]. The product is [NH2:7][CH:8]1[CH:9]2[CH:13]1[CH2:12][N:11]([C:14]([C:15]1[CH:16]=[CH:17][C:18]([C:40]3[CH:39]=[N:38][C:37]([NH2:51])=[C:36]([O:35][CH:33]([C:26]4[C:27]([Cl:32])=[CH:28][CH:29]=[C:30]([F:31])[C:25]=4[Cl:24])[CH3:34])[CH:41]=3)=[CH:19][CH:20]=1)=[O:22])[CH2:10]2. The yield is 0.260. (4) The reactants are F[C:2]1[CH:29]=[CH:28][C:5]([C:6]([NH:8][C:9]2[S:13][C:12]([NH:14][C:15]3[CH:16]=[C:17]4[C:22](=[CH:23][CH:24]=3)[N:21]=[CH:20][CH:19]=[CH:18]4)=[N:11][C:10]=2[C:25]([NH2:27])=[O:26])=[O:7])=[CH:4][CH:3]=1.[CH3:30][N:31]1[CH2:36][CH2:35][NH:34][CH2:33][CH2:32]1. The catalyst is CN1C(=O)CCC1. The product is [CH3:30][N:31]1[CH2:36][CH2:35][N:34]([C:2]2[CH:29]=[CH:28][C:5]([C:6]([NH:8][C:9]3[S:13][C:12]([NH:14][C:15]4[CH:16]=[C:17]5[C:22](=[CH:23][CH:24]=4)[N:21]=[CH:20][CH:19]=[CH:18]5)=[N:11][C:10]=3[C:25]([NH2:27])=[O:26])=[O:7])=[CH:4][CH:3]=2)[CH2:33][CH2:32]1. The yield is 0.450. (5) The yield is 0.900. The reactants are [OH:1][CH2:2][CH2:3][C:4]1([NH:7][C:8](=[O:14])[O:9][C:10]([CH3:13])([CH3:12])[CH3:11])[CH2:6][CH2:5]1.C(Cl)Cl.[OH2:18].CC#N. The product is [C:10]([O:9][C:8]([NH:7][C:4]1([CH2:3][C:2]([OH:18])=[O:1])[CH2:5][CH2:6]1)=[O:14])([CH3:11])([CH3:13])[CH3:12]. The catalyst is O. (6) The reactants are C(N(CC)C(=O)C1C(=CC=CC=1)O)C.[O-]P([O-])([O-])=O.[K+].[K+].[K+].Br[C:24]1[CH:25]=[C:26]([CH3:31])[CH:27]=[C:28]([CH3:30])[CH:29]=1.[CH3:32][C@@H:33]([NH2:40])[C:34]1[CH:39]=[CH:38][CH:37]=[CH:36][CH:35]=1.[OH-].[NH4+].CCCCCCCCCCCC. The catalyst is O.C(OCC)(=O)C.CN(C=O)C. The product is [CH3:30][C:28]1[CH:29]=[C:24]([NH:40][C@H:33]([CH3:32])[C:34]2[CH:39]=[CH:38][CH:37]=[CH:36][CH:35]=2)[CH:25]=[C:26]([CH3:31])[CH:27]=1. The yield is 0.710. (7) The reactants are [Cl:1][C:2]1[CH:18]=[CH:17][C:5]2[CH2:6][CH2:7][N:8]([C:11](=[O:16])[C:12]([F:15])([F:14])[F:13])[CH2:9][CH2:10][C:4]=2[C:3]=1OS(C(F)(F)F)(=O)=O.[Cl:27][C:28]1[CH:36]=[CH:35][C:31]([CH:32]([NH2:34])[CH3:33])=[CH:30][CH:29]=1. No catalyst specified. The product is [Cl:1][C:2]1[CH:18]=[CH:17][C:5]2[CH2:6][CH2:7][N:8]([C:11](=[O:16])[C:12]([F:15])([F:14])[F:13])[CH2:9][CH2:10][C:4]=2[C:3]=1[NH:34][CH:32]([C:31]1[CH:35]=[CH:36][C:28]([Cl:27])=[CH:29][CH:30]=1)[CH3:33]. The yield is 0.380.